From a dataset of Catalyst prediction with 721,799 reactions and 888 catalyst types from USPTO. Predict which catalyst facilitates the given reaction. (1) Reactant: [Cl:1][C:2]1[CH:3]=[C:4]2[C:9](=[CH:10][CH:11]=1)[N:8]=[C:7]([O:12]CC1C=CC(OC)=CC=1)[C:6]([CH2:22][CH2:23][CH3:24])=[C:5]2[O:25][C:26]#[C:27][CH:28]1[CH2:30][CH2:29]1.[N+]([O-])([O-])=O.[Ce+4].[NH4+].[N+]([O-])([O-])=O.[N+]([O-])([O-])=O.[N+]([O-])([O-])=O.[N+]([O-])([O-])=O. Product: [Cl:1][C:2]1[CH:3]=[C:4]2[C:9](=[CH:10][CH:11]=1)[NH:8][C:7](=[O:12])[C:6]([CH2:22][CH2:23][CH3:24])=[C:5]2[O:25][C:26]#[C:27][CH:28]1[CH2:30][CH2:29]1. The catalyst class is: 47. (2) Reactant: [CH3:1][S:2]([O:5]S(C)(=O)=O)(=[O:4])=[O:3].O[CH2:11][C:12]1[CH:17]=[CH:16][N:15]2[N:18]=[C:19]([CH3:38])[C:20]([C:21]3[C:22](=[O:37])[NH:23][C:24](=[O:36])[C:25]=3[C:26]3[C:34]4[C:29](=[C:30]([CH3:35])[CH:31]=[CH:32][CH:33]=4)[NH:28][CH:27]=3)=[C:14]2[CH:13]=1.C(N(CC)CC)C.O. Product: [CH3:38][C:19]1[C:20]([C:21]2[C:22](=[O:37])[NH:23][C:24](=[O:36])[C:25]=2[C:26]2[C:34]3[C:29](=[C:30]([CH3:35])[CH:31]=[CH:32][CH:33]=3)[NH:28][CH:27]=2)=[C:14]2[CH:13]=[C:12]([CH2:11][O:5][S:2]([CH3:1])(=[O:4])=[O:3])[CH:17]=[CH:16][N:15]2[N:18]=1. The catalyst class is: 1. (3) Product: [I:1][C:2]1[CH:8]=[CH:7][C:5]([NH:6][C:24](=[O:25])[C:23]2[CH:27]=[CH:28][CH:29]=[C:21]([C:20]([F:19])([F:30])[F:31])[CH:22]=2)=[CH:4][C:3]=1[CH3:9]. Reactant: [I:1][C:2]1[CH:8]=[CH:7][C:5]([NH2:6])=[CH:4][C:3]=1[CH3:9].CCN(C(C)C)C(C)C.[F:19][C:20]([F:31])([F:30])[C:21]1[CH:22]=[C:23]([CH:27]=[CH:28][CH:29]=1)[C:24](Cl)=[O:25]. The catalyst class is: 2. (4) Reactant: Cl[C:2]1[C:11]2[CH2:10][CH2:9][C@H:8]3[C@H:12]([CH3:20])[C:13]4([CH2:18][CH2:19][C@:7]3([C:21]3[CH:26]=[CH:25][CH:24]=[CH:23][CH:22]=3)[C:6]=2[N:5]=[C:4]([C:27]2[CH:32]=[CH:31][CH:30]=[CH:29][C:28]=2[O:33][CH3:34])[N:3]=1)[O:17][CH2:16][CH2:15][O:14]4.[CH3:35][O-:36].[Na+]. Product: [CH3:35][O:36][C:2]1[C:11]2[CH2:10][CH2:9][C@H:8]3[C@H:12]([CH3:20])[C:13]4([CH2:18][CH2:19][C@:7]3([C:21]3[CH:26]=[CH:25][CH:24]=[CH:23][CH:22]=3)[C:6]=2[N:5]=[C:4]([C:27]2[CH:32]=[CH:31][CH:30]=[CH:29][C:28]=2[O:33][CH3:34])[N:3]=1)[O:17][CH2:16][CH2:15][O:14]4. The catalyst class is: 83. (5) Reactant: Cl.[CH3:2][NH:3][NH:4][C:5](=[NH:10])[C:6]([CH3:9])([CH3:8])[CH3:7].Cl[C:12](=O)[C:13]([O:15][CH2:16][CH3:17])=[O:14].CCOC(C)=O.C(Cl)Cl. Product: [CH2:16]([O:15][C:13]([C:12]1[N:3]([CH3:2])[N:4]=[C:5]([C:6]([CH3:9])([CH3:8])[CH3:7])[N:10]=1)=[O:14])[CH3:17]. The catalyst class is: 11. (6) Reactant: FC(F)(F)C(O)=O.[C:8]([C:11]1[CH:16]=[CH:15][C:14]([NH:17][CH:18]([C:22]2[CH:27]=[CH:26][C:25]([O:28][CH2:29][CH2:30][N:31]([CH3:33])[CH3:32])=[C:24]([O:34][CH2:35][CH3:36])[CH:23]=2)[C:19](O)=[O:20])=[CH:13][CH:12]=1)(=[NH:10])[NH2:9].O.ON1C2C=CC=CC=2N=N1.Cl.C(N=C=NCCCN(C)C)C.[C:60]([O:64][C:65]([NH:67][NH2:68])=[O:66])([CH3:63])([CH3:62])[CH3:61]. Product: [C:60]([O:64][C:65]([NH:67][NH:68][C:19](=[O:20])[CH:18]([NH:17][C:14]1[CH:15]=[CH:16][C:11]([C:8](=[NH:10])[NH2:9])=[CH:12][CH:13]=1)[C:22]1[CH:27]=[CH:26][C:25]([O:28][CH2:29][CH2:30][N:31]([CH3:32])[CH3:33])=[C:24]([O:34][CH2:35][CH3:36])[CH:23]=1)=[O:66])([CH3:63])([CH3:62])[CH3:61]. The catalyst class is: 9.